This data is from Forward reaction prediction with 1.9M reactions from USPTO patents (1976-2016). The task is: Predict the product of the given reaction. Given the reactants [CH3:1][O:2][C:3]1[CH:18]=[CH:17][C:6]([CH2:7][C:8]2[C:9](=[O:16])[NH:10][C:11]([CH3:15])=[N:12][C:13]=2[CH3:14])=[CH:5][CH:4]=1.[CH3:19][C:20]([O:22][CH2:23][C@H:24]1[O:29][C@H:28](Br)[C@H:27]([O:31][C:32]([CH3:34])=[O:33])[C@@H:26]([O:35][C:36]([CH3:38])=[O:37])[C@@H:25]1[O:39][C:40]([CH3:42])=[O:41])=[O:21].C(=O)([O-])[O-].[K+].[K+], predict the reaction product. The product is: [C:32]([O:31][C@@H:27]1[C@@H:26]([O:35][C:36](=[O:37])[CH3:38])[C@H:25]([O:39][C:40](=[O:41])[CH3:42])[C@@H:24]([CH2:23][O:22][C:20](=[O:21])[CH3:19])[O:29][C@H:28]1[O:16][C:9]1[C:8]([CH2:7][C:6]2[CH:5]=[CH:4][C:3]([O:2][CH3:1])=[CH:18][CH:17]=2)=[C:13]([CH3:14])[N:12]=[C:11]([CH3:15])[N:10]=1)(=[O:33])[CH3:34].